From a dataset of Forward reaction prediction with 1.9M reactions from USPTO patents (1976-2016). Predict the product of the given reaction. (1) Given the reactants [Cl:1][C:2]1[CH:7]=[CH:6][C:5]([CH:8]([CH:14]2[CH2:18][CH2:17][CH2:16][C:15]2([F:20])[F:19])[C:9]([O:11]CC)=[O:10])=[CH:4][CH:3]=1.C1COCC1.[OH-].[Na+].Cl, predict the reaction product. The product is: [Cl:1][C:2]1[CH:3]=[CH:4][C:5]([CH:8]([CH:14]2[CH2:18][CH2:17][CH2:16][C:15]2([F:19])[F:20])[C:9]([OH:11])=[O:10])=[CH:6][CH:7]=1. (2) Given the reactants [Cl:1][C:2]1[CH:3]=[CH:4][C:5]([O:11][C:12]2[CH:17]=[CH:16][C:15]([F:18])=[CH:14][CH:13]=2)=[C:6]([CH:10]=1)[C:7]([OH:9])=O.Cl.[NH2:20][CH2:21][C:22]1[CH:31]=[CH:30][C:25]([C:26]([O:28][CH3:29])=[O:27])=[CH:24][CH:23]=1, predict the reaction product. The product is: [Cl:1][C:2]1[CH:3]=[CH:4][C:5]([O:11][C:12]2[CH:17]=[CH:16][C:15]([F:18])=[CH:14][CH:13]=2)=[C:6]([CH:10]=1)[C:7]([NH:20][CH2:21][C:22]1[CH:23]=[CH:24][C:25]([C:26]([O:28][CH3:29])=[O:27])=[CH:30][CH:31]=1)=[O:9]. (3) Given the reactants [NH2:1][CH2:2][CH2:3][NH:4][CH2:5][CH2:6][OH:7].[C:8]([O:12][CH2:13][C:14]1[CH:19]=[CH:18][CH:17]=[CH:16][CH:15]=1)(=[O:11])[CH:9]=[CH2:10], predict the reaction product. The product is: [CH2:13]([O:12][C:8]([CH2:9][CH2:10][CH:5]([NH:4][CH2:3][CH2:2][NH2:1])[CH2:6][OH:7])=[O:11])[C:14]1[CH:19]=[CH:18][CH:17]=[CH:16][CH:15]=1. (4) Given the reactants [H-].[Na+].[N+:3]([CH3:6])([O-:5])=[O:4].[F:7][C:8]1[CH:22]=[C:21]([F:23])[C:20]([F:24])=[CH:19][C:9]=1[C:10](OC1C=CC=CC=1)=[O:11].Cl, predict the reaction product. The product is: [N+:3]([CH2:6][C:10]([C:9]1[CH:19]=[C:20]([F:24])[C:21]([F:23])=[CH:22][C:8]=1[F:7])=[O:11])([O-:5])=[O:4]. (5) Given the reactants [OH:1][C:2]1[C:11]([CH3:12])=[C:10]([CH3:13])[C:9]([CH2:14][C:15]2[CH:20]=[CH:19][C:18]([C:21]3[CH:25]=[CH:24][N:23]([CH3:26])[N:22]=3)=[CH:17][CH:16]=2)=[CH:8][C:3]=1[C:4]([O:6][CH3:7])=[O:5].[H-].[Na+].C1C=CC(N([S:36]([C:39]([F:42])([F:41])[F:40])(=[O:38])=[O:37])[S:36]([C:39]([F:42])([F:41])[F:40])(=[O:38])=[O:37])=CC=1.Cl, predict the reaction product. The product is: [CH3:12][C:11]1[C:2]([O:1][S:36]([C:39]([F:42])([F:41])[F:40])(=[O:38])=[O:37])=[C:3]([CH:8]=[C:9]([CH2:14][C:15]2[CH:20]=[CH:19][C:18]([C:21]3[CH:25]=[CH:24][N:23]([CH3:26])[N:22]=3)=[CH:17][CH:16]=2)[C:10]=1[CH3:13])[C:4]([O:6][CH3:7])=[O:5]. (6) Given the reactants [N:1]1([CH2:7][CH2:8][OH:9])[CH2:6][CH2:5][O:4][CH2:3][CH2:2]1.[H-].[Na+].[Br:12][C:13]1[CH:14]=[N:15][CH:16]=[C:17](Br)[CH:18]=1, predict the reaction product. The product is: [Br:12][C:13]1[CH:18]=[C:17]([O:9][CH2:8][CH2:7][N:1]2[CH2:6][CH2:5][O:4][CH2:3][CH2:2]2)[CH:16]=[N:15][CH:14]=1.